Dataset: NCI-60 drug combinations with 297,098 pairs across 59 cell lines. Task: Regression. Given two drug SMILES strings and cell line genomic features, predict the synergy score measuring deviation from expected non-interaction effect. (1) Drug 1: CN(C)N=NC1=C(NC=N1)C(=O)N. Drug 2: N.N.Cl[Pt+2]Cl. Cell line: SK-OV-3. Synergy scores: CSS=11.8, Synergy_ZIP=0.150, Synergy_Bliss=6.47, Synergy_Loewe=7.22, Synergy_HSA=6.90. (2) Drug 1: CC1=CC=C(C=C1)C2=CC(=NN2C3=CC=C(C=C3)S(=O)(=O)N)C(F)(F)F. Drug 2: CC12CCC3C(C1CCC2OP(=O)(O)O)CCC4=C3C=CC(=C4)OC(=O)N(CCCl)CCCl.[Na+]. Cell line: HCT-15. Synergy scores: CSS=25.7, Synergy_ZIP=7.28, Synergy_Bliss=4.08, Synergy_Loewe=2.64, Synergy_HSA=0.0855. (3) Drug 1: C1=CC(=C2C(=C1NCCNCCO)C(=O)C3=C(C=CC(=C3C2=O)O)O)NCCNCCO. Drug 2: CC1C(C(CC(O1)OC2CC(CC3=C2C(=C4C(=C3O)C(=O)C5=C(C4=O)C(=CC=C5)OC)O)(C(=O)CO)O)N)O.Cl. Cell line: HOP-92. Synergy scores: CSS=67.6, Synergy_ZIP=10.9, Synergy_Bliss=11.0, Synergy_Loewe=14.8, Synergy_HSA=15.7.